Dataset: Full USPTO retrosynthesis dataset with 1.9M reactions from patents (1976-2016). Task: Predict the reactants needed to synthesize the given product. (1) Given the product [Br:1][C:2]1[CH:7]=[C:6]([C:8]([F:20])([C:16]([F:17])([F:18])[F:19])[C:9]([F:14])([F:15])[C:10]([F:11])([F:13])[F:12])[CH:5]=[C:4]([Cl:21])[C:3]=1[NH:22][C:36](=[O:37])[C:35]1[CH:39]=[CH:40][C:32]([C:30]#[N:31])=[C:33]([N+:41]([O-:43])=[O:42])[CH:34]=1, predict the reactants needed to synthesize it. The reactants are: [Br:1][C:2]1[CH:7]=[C:6]([C:8]([F:20])([C:16]([F:19])([F:18])[F:17])[C:9]([F:15])([F:14])[C:10]([F:13])([F:12])[F:11])[CH:5]=[C:4]([Cl:21])[C:3]=1[NH2:22].C(N(CC)CC)C.[C:30]([C:32]1[CH:40]=[CH:39][C:35]([C:36](O)=[O:37])=[CH:34][C:33]=1[N+:41]([O-:43])=[O:42])#[N:31].O=C1N([ClH]P([ClH]N2CCOC2=O)=O)CCO1. (2) Given the product [C:21]([C:18]([C:14]1[CH:13]=[C:12]([CH:17]=[CH:16][CH:15]=1)[C:11]([NH:10][C:5]1[CH:6]=[CH:7][C:8]([CH3:9])=[C:3]([NH:2][C:46]([C:38]2[S:39][C:40]3=[N:41][CH:42]=[CH:43][N:44]=[C:45]3[C:37]=2[NH:30][CH2:28][CH3:29])=[O:47])[CH:4]=1)=[O:23])([CH3:20])[CH3:19])#[N:22], predict the reactants needed to synthesize it. The reactants are: Cl.[NH2:2][C:3]1[CH:4]=[C:5]([NH:10][C:11](=[O:23])[C:12]2[CH:17]=[CH:16][CH:15]=[C:14]([C:18]([C:21]#[N:22])([CH3:20])[CH3:19])[CH:13]=2)[CH:6]=[CH:7][C:8]=1[CH3:9].C[Al](C)C.[CH2:28]([N:30]([C:37]1[C:45]2[C:40](=[N:41][CH:42]=[CH:43][N:44]=2)[S:39][C:38]=1[C:46]([O-])=[O:47])C(=O)C(F)(F)F)[CH3:29].